Task: Predict the product of the given reaction.. Dataset: Forward reaction prediction with 1.9M reactions from USPTO patents (1976-2016) Given the reactants [I:1]I.[CH3:3][N:4]1[C:8]([C:9]([F:12])([F:11])[F:10])=[CH:7][C:6]([CH3:13])=[N:5]1, predict the reaction product. The product is: [I:1][C:7]1[C:6]([CH3:13])=[N:5][N:4]([CH3:3])[C:8]=1[C:9]([F:10])([F:11])[F:12].